From a dataset of Reaction yield outcomes from USPTO patents with 853,638 reactions. Predict the reaction yield, written as a fraction of the theoretical maximum amount of product (1.0 means a 100% yield; for example, 0.34 means a 34% yield). The yield is 0.400. The reactants are [CH2:1]([C@@:5]1([CH2:32][CH3:33])[NH:11][C@H:10]([C:12]2[CH:17]=[CH:16][CH:15]=[CH:14][CH:13]=2)[C:9]2[CH:18]=[C:19]([O:28][CH3:29])[C:20]([CH2:22][NH:23][C:24](=[O:27])[CH2:25]Cl)=[CH:21][C:8]=2[S:7](=[O:31])(=[O:30])[CH2:6]1)[CH2:2][CH2:3][CH3:4].C(=O)([O-])[O-].[K+].[K+].[NH2:40][CH2:41][CH2:42][P:43](=[O:50])([O:47][CH2:48][CH3:49])[O:44][CH2:45][CH3:46].[I-].[K+]. The product is [CH2:1]([C@@:5]1([CH2:32][CH3:33])[NH:11][C@H:10]([C:12]2[CH:17]=[CH:16][CH:15]=[CH:14][CH:13]=2)[C:9]2[CH:18]=[C:19]([O:28][CH3:29])[C:20]([CH2:22][NH:23][C:24](=[O:27])[CH2:25][NH:40][CH2:41][CH2:42][P:43](=[O:50])([O:44][CH2:45][CH3:46])[O:47][CH2:48][CH3:49])=[CH:21][C:8]=2[S:7](=[O:31])(=[O:30])[CH2:6]1)[CH2:2][CH2:3][CH3:4]. The catalyst is CN(C=O)C.